From a dataset of Forward reaction prediction with 1.9M reactions from USPTO patents (1976-2016). Predict the product of the given reaction. (1) Given the reactants [H-].[Al+3].[Li+].[H-].[H-].[H-].[CH3:7][C:8]([CH3:20])([CH3:19])[C:9]([NH:11][C:12]1[CH:17]=[CH:16][CH:15]=[C:14]([CH3:18])[N:13]=1)=O.O.[OH-].[Na+], predict the reaction product. The product is: [CH3:7][C:8]([CH3:20])([CH3:19])[CH2:9][NH:11][C:12]1[CH:17]=[CH:16][CH:15]=[C:14]([CH3:18])[N:13]=1. (2) Given the reactants [Cl:1][C:2]1[N:7]=[C:6]([O:8][CH3:9])[C:5]([CH:10]([CH3:16])[C:11]([O:13][CH2:14][CH3:15])=[O:12])=[CH:4][CH:3]=1.C[Si]([N-][Si](C)(C)C)(C)C.[Li+].[CH2:27]1COCC1.BrC[C:34]#[N:35], predict the reaction product. The product is: [Cl:1][C:2]1[N:7]=[C:6]([O:8][CH3:9])[C:5]([C:10]([CH3:27])([CH2:16][C:34]#[N:35])[C:11]([O:13][CH2:14][CH3:15])=[O:12])=[CH:4][CH:3]=1. (3) Given the reactants O[C:2]1[C:11]([NH:12][C:13]([C:15]2[NH:16][C:17]3[C:22]([CH:23]=2)=[CH:21][CH:20]=[CH:19][CH:18]=3)=[O:14])=[CH:10][CH:9]=[CH:8][C:3]=1[C:4]([O:6][CH3:7])=[O:5].O.CC1C=CC(S(O)(=O)=O)=CC=1, predict the reaction product. The product is: [NH:16]1[C:17]2[C:22](=[CH:21][CH:20]=[CH:19][CH:18]=2)[CH:23]=[C:15]1[C:13]1[O:14][C:2]2[C:3]([C:4]([O:6][CH3:7])=[O:5])=[CH:8][CH:9]=[CH:10][C:11]=2[N:12]=1. (4) Given the reactants N[C:2]1[C:7]([Br:8])=[CH:6][C:5]([CH3:9])=[CH:4][N:3]=1.[BrH:10].BrBr.N([O-])=O.[Na+].[OH-].[Na+], predict the reaction product. The product is: [Br:10][C:2]1[C:7]([Br:8])=[CH:6][C:5]([CH3:9])=[CH:4][N:3]=1. (5) Given the reactants Cl.[CH2:2]([O:4][C@H:5]1[CH2:9][NH:8][C@H:7]([C:10]([OH:12])=[O:11])[CH2:6]1)[CH3:3].C(=O)([O-])[O-].[K+].[K+].[C:19](=O)([O:35]N1C(=O)CCC1=O)[O:20][CH2:21][CH:22]1[C:34]2[CH:33]=[CH:32][CH:31]=[CH:30][C:29]=2[C:28]2[C:23]1=[CH:24][CH:25]=[CH:26][CH:27]=2, predict the reaction product. The product is: [CH:33]1[C:34]2[CH:22]([CH2:21][O:20][C:19]([N:8]3[CH2:9][C@H:5]([O:4][CH2:2][CH3:3])[CH2:6][C@H:7]3[C:10]([OH:12])=[O:11])=[O:35])[C:23]3[C:28](=[CH:27][CH:26]=[CH:25][CH:24]=3)[C:29]=2[CH:30]=[CH:31][CH:32]=1. (6) Given the reactants [NH:1]1[CH2:6][CH2:5][CH:4]([CH2:7][C:8]([O:10]C)=[O:9])[CH2:3][CH2:2]1.[CH3:12][C:13]([CH3:15])=O.C(O)(=O)C.C(O[BH-](OC(=O)C)OC(=O)C)(=O)C.[Na+], predict the reaction product. The product is: [CH:13]([N:1]1[CH2:6][CH2:5][CH:4]([CH2:7][C:8]([OH:10])=[O:9])[CH2:3][CH2:2]1)([CH3:15])[CH3:12].